This data is from Forward reaction prediction with 1.9M reactions from USPTO patents (1976-2016). The task is: Predict the product of the given reaction. Given the reactants C([O:3][CH:4](OCC)[C:5]1[N:10]=[C:9]([CH:11]2[CH2:15][CH2:14][CH2:13][O:12]2)[C:8]([F:16])=[C:7]([NH:17]C(C2C=CC=CC=2)(C2C=CC=CC=2)C2C=CC=CC=2)[CH:6]=1)C.OS(O)(=O)=O.CC#N, predict the reaction product. The product is: [NH2:17][C:7]1[C:8]([F:16])=[C:9]([CH:11]2[CH2:15][CH2:14][CH2:13][O:12]2)[N:10]=[C:5]([CH:4]=[O:3])[CH:6]=1.